Predict the reaction yield, written as a fraction of the theoretical maximum amount of product (1.0 means a 100% yield; for example, 0.34 means a 34% yield). From a dataset of Reaction yield outcomes from USPTO patents with 853,638 reactions. (1) The reactants are [CH3:1][S:2]([C:5]1[CH:10]=[CH:9][C:8]([OH:11])=[CH:7][C:6]=1[CH3:12])(=[O:4])=[O:3].ClC1C=C(S(C)(=O)=O)C=CC=1O[CH2:17][C:18]1[C:23](C)=[CH:22][C:21]([CH:25]2[CH2:30][CH2:29][N:28]([C:31]([O:33][C:34]([CH3:37])([CH3:36])[CH3:35])=[O:32])[CH2:27][CH2:26]2)=[CH:20][N:19]=1. No catalyst specified. The product is [CH3:1][S:2]([C:5]1[CH:10]=[CH:9][C:8]([O:11][CH2:17][C:18]2[CH:23]=[CH:22][C:21]([CH:25]3[CH2:26][CH2:27][N:28]([C:31]([O:33][C:34]([CH3:37])([CH3:36])[CH3:35])=[O:32])[CH2:29][CH2:30]3)=[CH:20][N:19]=2)=[CH:7][C:6]=1[CH3:12])(=[O:3])=[O:4]. The yield is 0.350. (2) The reactants are [C:1]([N:3]=[C:4]([N:13]1[CH2:18][CH2:17][NH:16][CH2:15][CH:14]1[CH:19]([CH3:21])[CH3:20])[NH:5][C:6]1[CH:11]=[CH:10][CH:9]=[CH:8][C:7]=1[CH3:12])#[N:2].Cl[C:23]1[N:32]=[C:31]([OH:33])[C:30]2[C:25](=[CH:26][CH:27]=[CH:28][CH:29]=2)[N:24]=1.C(N(CC)CC)C. The catalyst is C(O)C. The product is [C:1]([N:3]=[C:4]([N:13]1[CH2:18][CH2:17][N:16]([C:23]2[NH:32][C:31](=[O:33])[C:30]3[C:25](=[CH:26][CH:27]=[CH:28][CH:29]=3)[N:24]=2)[CH2:15][CH:14]1[CH:19]([CH3:21])[CH3:20])[NH:5][C:6]1[CH:11]=[CH:10][CH:9]=[CH:8][C:7]=1[CH3:12])#[N:2]. The yield is 0.0330. (3) The reactants are C1[CH:5]2[CH:6]3[CH:10]=[CH:9][CH:8]([CH:4]2[CH:3]=C1)[CH2:7]3.C([OH:14])C=C. No catalyst specified. The product is [CH:8]12[CH2:7][CH:6]([CH:10]=[CH:9]1)[CH2:5][CH:4]2[CH2:3][OH:14]. The yield is 0.520. (4) The reactants are [Cl-].O[NH3+:3].[C:4](=[O:7])([O-])[OH:5].[Na+].CS(C)=O.[F:13][C:14]1[CH:15]=[C:16]([C:48]2[C:49]([C:54]#[N:55])=[CH:50][CH:51]=[CH:52][CH:53]=2)[CH:17]=[CH:18][C:19]=1[CH2:20][C:21]1[C:22](=[O:47])[N:23]([C@H:33]2[CH2:38][CH2:37][C@H:36]([O:39][C:40]3([C:43]([OH:46])([CH3:45])[CH3:44])[CH2:42][CH2:41]3)[CH2:35][CH2:34]2)[C:24]2[N:25]([N:30]=[CH:31][N:32]=2)[C:26]=1[CH2:27][CH2:28][CH3:29]. The catalyst is O.C(OCC)(=O)C. The product is [F:13][C:14]1[CH:15]=[C:16]([C:48]2[CH:53]=[CH:52][CH:51]=[CH:50][C:49]=2[C:54]2[NH:3][C:4](=[O:7])[O:5][N:55]=2)[CH:17]=[CH:18][C:19]=1[CH2:20][C:21]1[C:22](=[O:47])[N:23]([C@H:33]2[CH2:34][CH2:35][C@H:36]([O:39][C:40]3([C:43]([OH:46])([CH3:45])[CH3:44])[CH2:41][CH2:42]3)[CH2:37][CH2:38]2)[C:24]2[N:25]([N:30]=[CH:31][N:32]=2)[C:26]=1[CH2:27][CH2:28][CH3:29]. The yield is 0.470. (5) The yield is 0.992. The reactants are [O:1]1[C:5]2[CH:6]=[CH:7][C:8]([CH2:10][CH2:11][NH:12][C:13]([C:15]3[CH:37]=[CH:36][C:18]([O:19][C:20]4[CH:29]=[C:28]5[C:23]([CH:24]([C:30]([O:32]CC)=[O:31])[CH2:25][CH2:26][O:27]5)=[CH:22][C:21]=4[Cl:35])=[CH:17][CH:16]=3)=[O:14])=[CH:9][C:4]=2[O:3][CH2:2]1.[OH-].[Na+].Cl. The catalyst is O1CCCC1CCO.C(OCC)(=O)C. The product is [O:1]1[C:5]2[CH:6]=[CH:7][C:8]([CH2:10][CH2:11][NH:12][C:13]([C:15]3[CH:37]=[CH:36][C:18]([O:19][C:20]4[CH:29]=[C:28]5[C:23]([CH:24]([C:30]([OH:32])=[O:31])[CH2:25][CH2:26][O:27]5)=[CH:22][C:21]=4[Cl:35])=[CH:17][CH:16]=3)=[O:14])=[CH:9][C:4]=2[O:3][CH2:2]1. (6) The reactants are [OH:1][C:2]1[CH:7]=[CH:6][C:5]([N:8]2[C:13](=[O:14])[C:12]([CH2:15][C:16]3[CH:21]=[CH:20][C:19]([C:22]4[C:23]([C:28]#[N:29])=[CH:24][CH:25]=[CH:26][CH:27]=4)=[CH:18][CH:17]=3)=[C:11]([CH2:30][CH2:31][CH3:32])[N:10]=[C:9]2[CH3:33])=[CH:4][CH:3]=1.Br[CH:35]1[CH2:39][CH2:38][CH2:37][CH2:36]1.C(=O)([O-])[O-].[Cs+].[Cs+].C(OCC)(=O)C. The catalyst is CN(C)C=O.O. The product is [CH:35]1([O:1][C:2]2[CH:3]=[CH:4][C:5]([N:8]3[C:13](=[O:14])[C:12]([CH2:15][C:16]4[CH:21]=[CH:20][C:19]([C:22]5[C:23]([C:28]#[N:29])=[CH:24][CH:25]=[CH:26][CH:27]=5)=[CH:18][CH:17]=4)=[C:11]([CH2:30][CH2:31][CH3:32])[N:10]=[C:9]3[CH3:33])=[CH:6][CH:7]=2)[CH2:39][CH2:38][CH2:37][CH2:36]1. The yield is 0.910.